Dataset: Forward reaction prediction with 1.9M reactions from USPTO patents (1976-2016). Task: Predict the product of the given reaction. (1) The product is: [I:1][CH2:11][CH2:10]/[CH:9]=[C:7](\[CH3:8])/[CH2:6][CH2:5][CH:4]=[C:3]([CH3:2])[CH2:12][CH2:13][CH:14]=[C:15]([CH3:17])[CH3:16]. Given the reactants [IH:1].[CH3:2]/[C:3](/[CH2:12][CH2:13][CH:14]=[C:15]([CH3:17])[CH3:16])=[CH:4]\[CH2:5][CH2:6][C:7]([CH:9]1[CH2:11][CH2:10]1)=[CH2:8].[O-]S([O-])=O.[Na+].[Na+].C(OCC)(=O)C, predict the reaction product. (2) Given the reactants [F:1][C:2]1[CH:7]=[C:6]([C:8]2[N:12]=[CH:11][N:10]([C:13]3[CH:18]=[CH:17][C:16]([O:19][C:20]([F:23])([F:22])[F:21])=[CH:15][CH:14]=3)[N:9]=2)[CH:5]=[CH:4][C:3]=1/[CH:24]=[CH:25]/[C:26]([O:28][CH2:29][CH3:30])=[O:27], predict the reaction product. The product is: [F:1][C:2]1[CH:7]=[C:6]([C:8]2[N:12]=[CH:11][N:10]([C:13]3[CH:14]=[CH:15][C:16]([O:19][C:20]([F:23])([F:22])[F:21])=[CH:17][CH:18]=3)[N:9]=2)[CH:5]=[CH:4][C:3]=1[CH2:24][CH2:25][C:26]([O:28][CH2:29][CH3:30])=[O:27]. (3) Given the reactants [CH3:1][O:2][C:3]1[CH:8]=[CH:7][CH:6]=[CH:5][C:4]=1[C:9]1[CH:10]=[C:11]2[C:16](=[CH:17][CH:18]=1)[NH:15][C:14]([CH3:20])([CH3:19])[CH:13]=[C:12]2[CH2:21]SC1C=CC=CC=1.BrCC1[C:40]2[C:35](=[CH:36][CH:37]=[C:38](C3C=CC=CC=3OC)[CH:39]=2)[NH:34]C(C)(C)C=1.C(=O)([O-])[O-].[K+].[K+].C1(S)C=CC=CC=1, predict the reaction product. The product is: [CH3:1][O:2][C:3]1[CH:8]=[CH:7][CH:6]=[CH:5][C:4]=1[C:9]1[CH:10]=[C:11]2[C:16](=[CH:17][CH:18]=1)[NH:15][C:14]([CH3:20])([CH3:19])[CH:13]=[C:12]2[CH2:21][NH:34][C:35]1[CH:40]=[CH:39][CH:38]=[CH:37][CH:36]=1. (4) Given the reactants [C:1]([C:4]1[CH:8]=[CH:7][S:6][CH:5]=1)(=[O:3])[CH3:2].[CH3:9][C:10]([CH3:15])([CH2:13]O)[CH2:11][OH:12].O.C(=O)(O)[O-].[Na+], predict the reaction product. The product is: [CH3:2][C:1]1([C:4]2[CH:8]=[CH:7][S:6][CH:5]=2)[O:12][CH2:11][C:10]([CH3:15])([CH3:13])[CH2:9][O:3]1.